Predict the product of the given reaction. From a dataset of Forward reaction prediction with 1.9M reactions from USPTO patents (1976-2016). (1) Given the reactants Cl[C:2](=[O:8])[C:3]([O:5][CH2:6][CH3:7])=[O:4].[NH2:9][C:10]1[CH:15]=[CH:14][C:13]([Br:16])=[CH:12][C:11]=1[C:17](=[O:19])[CH3:18].N1C=CC=CC=1.O, predict the reaction product. The product is: [CH2:6]([O:5][C:3](=[O:4])[C:2]([NH:9][C:10]1[CH:15]=[CH:14][C:13]([Br:16])=[CH:12][C:11]=1[C:17](=[O:19])[CH3:18])=[O:8])[CH3:7]. (2) The product is: [CH2:2]([N:9]1[CH2:13][CH2:14][N:28]([CH:25]2[CH2:26][CH2:27][N:23]([C:16]([O:18][C:19]([CH3:22])([CH3:21])[CH3:20])=[O:17])[CH2:24]2)[CH2:11][CH2:10]1)[C:3]1[CH:8]=[CH:7][CH:6]=[CH:5][CH:4]=1. Given the reactants Cl.[CH2:2]([N:9]([CH2:13][CH2:14]Cl)[CH2:10][CH2:11]Cl)[C:3]1[CH:8]=[CH:7][CH:6]=[CH:5][CH:4]=1.[C:16]([N:23]1[CH2:27][CH2:26][CH:25]([NH2:28])[CH2:24]1)([O:18][C:19]([CH3:22])([CH3:21])[CH3:20])=[O:17].C(=O)(O)[O-].[Na+], predict the reaction product. (3) Given the reactants ClC1N=NC([CH:8]2[CH2:14][NH:13][CH:12]3[CH2:15][CH2:16][N:9]2[CH2:10][CH2:11]3)=CC=1.[C:17]1([SH:23])[CH:22]=[CH:21][CH:20]=[CH:19][CH:18]=1.[C:24](=[O:27])([O-:26])[O-].[Cs+].[Cs+].[OH-:30].[Na+].C[N:33]([CH:35]=[O:36])C, predict the reaction product. The product is: [C:35]([OH:36])(=[O:30])/[CH:15]=[CH:16]/[C:24]([OH:26])=[O:27].[C:17]1([S:23][C:35]2[N:33]=[N:9][C:10]([N:13]3[CH:12]4[CH2:11][CH2:10][N:9]([CH2:16][CH2:15]4)[CH2:8][CH2:14]3)=[CH:11][CH:12]=2)[CH:22]=[CH:21][CH:20]=[CH:19][CH:18]=1. (4) Given the reactants [Cl:1][C:2]1[CH:3]=[CH:4][CH:5]=[C:6]2[C:11]=1[N:10]=[N:9][C:8](C1C=CC=CC=1)=[C:7]2[C:18]1[CH:19]=[C:20]([OH:24])[CH:21]=[CH:22][CH:23]=1.[Cl:25][C:26]1[C:31]([C:32]([F:35])([F:34])[F:33])=[CH:30][CH:29]=[CH:28][C:27]=1[CH2:36]O, predict the reaction product. The product is: [CH2:7]([C:8]1[N:9]=[N:10][C:11]2[C:6]([C:7]=1[C:18]1[CH:23]=[CH:22][CH:21]=[C:20]([O:24][CH2:36][C:27]3[CH:28]=[CH:29][CH:30]=[C:31]([C:32]([F:35])([F:34])[F:33])[C:26]=3[Cl:25])[CH:19]=1)=[CH:5][CH:4]=[CH:3][C:2]=2[Cl:1])[C:6]1[CH:11]=[CH:2][CH:3]=[CH:4][CH:5]=1. (5) The product is: [CH2:6]([C@@:9]1([CH3:35])[CH2:14][C@H:13]([C:15]2[CH:20]=[C:19]([F:21])[CH:18]=[C:17]([Cl:22])[CH:16]=2)[C@@H:12]([C:23]2[CH:24]=[CH:25][C:26]([Cl:29])=[CH:27][CH:28]=2)[N:11]([C@@H:30]([CH2:33][CH3:34])[CH2:31][S:2]([CH3:1])(=[O:5])=[O:3])[C:10]1=[O:32])[CH:7]=[CH2:8]. Given the reactants [CH3:1][S:2]([O-:5])(=O)=[O:3].[CH2:6]([C@@:9]1([CH3:35])[CH2:14][C@H:13]([C:15]2[CH:20]=[C:19]([F:21])[CH:18]=[C:17]([Cl:22])[CH:16]=2)[C@@H:12]([C:23]2[CH:28]=[CH:27][C:26]([Cl:29])=[CH:25][CH:24]=2)[N+:11]2[C@@H:30]([CH2:33][CH3:34])[CH2:31][O:32][C:10]1=2)[CH:7]=[CH2:8].CS(O)=O.[Na], predict the reaction product. (6) Given the reactants C(N(CC)CC)C.C[N:9]([C:11]1[CH:16]=C[CH:14]=[CH:13][N:12]=1)[CH3:10].[CH3:17][S:18](Cl)(=[O:20])=[O:19].[C:22](=[O:25])(O)[O-].[Na+], predict the reaction product. The product is: [CH3:16][C:11]1[N:9]([CH2:10][CH2:22][O:25][S:18]([CH3:17])(=[O:20])=[O:19])[CH:14]=[CH:13][N:12]=1. (7) Given the reactants [CH3:1][O:2][C:3]([C:5]1[CH:6]=[N:7][C:8]([O:12][CH2:13][C:14]([F:17])([F:16])[F:15])=[C:9](Br)[CH:10]=1)=[O:4].C(=O)([O-])[O-].[K+].[K+].[C:24]1(B2OC(C)(C)C(C)(C)O2)[CH2:29][CH2:28][CH2:27][CH2:26][CH:25]=1, predict the reaction product. The product is: [CH3:1][O:2][C:3]([C:5]1[CH:6]=[N:7][C:8]([O:12][CH2:13][C:14]([F:17])([F:16])[F:15])=[C:9]([C:24]2[CH2:29][CH2:28][CH2:27][CH2:26][CH:25]=2)[CH:10]=1)=[O:4].